From a dataset of NCI-60 drug combinations with 297,098 pairs across 59 cell lines. Regression. Given two drug SMILES strings and cell line genomic features, predict the synergy score measuring deviation from expected non-interaction effect. Drug 1: C1CCC(C(C1)N)N.C(=O)(C(=O)[O-])[O-].[Pt+4]. Drug 2: CC1CCCC2(C(O2)CC(NC(=O)CC(C(C(=O)C(C1O)C)(C)C)O)C(=CC3=CSC(=N3)C)C)C. Cell line: A549. Synergy scores: CSS=63.1, Synergy_ZIP=0.988, Synergy_Bliss=-1.27, Synergy_Loewe=-2.95, Synergy_HSA=3.12.